From a dataset of Full USPTO retrosynthesis dataset with 1.9M reactions from patents (1976-2016). Predict the reactants needed to synthesize the given product. (1) Given the product [CH:21]1([C:18]2[CH:17]=[C:16]([NH:15][C:13]3[CH:12]=[CH:11][N:10]=[C:9]([NH:8][C:5]4[CH:6]=[CH:7][C:2]([NH:1][C:29](=[O:30])[C:28]5[CH:32]=[CH:33][CH:34]=[C:26]([C:25]([F:24])([F:35])[F:36])[CH:27]=5)=[CH:3][CH:4]=4)[N:14]=3)[NH:20][N:19]=2)[CH2:23][CH2:22]1, predict the reactants needed to synthesize it. The reactants are: [NH2:1][C:2]1[CH:7]=[CH:6][C:5]([NH:8][C:9]2[N:14]=[C:13]([NH:15][C:16]3[NH:20][N:19]=[C:18]([CH:21]4[CH2:23][CH2:22]4)[CH:17]=3)[CH:12]=[CH:11][N:10]=2)=[CH:4][CH:3]=1.[F:24][C:25]([F:36])([F:35])[C:26]1[CH:27]=[C:28]([CH:32]=[CH:33][CH:34]=1)[C:29](Cl)=[O:30]. (2) Given the product [NH2:4][N:10]1[CH:11]=[CH:12][C:8]([Cl:7])=[C:9]1[C:13]([NH:15][C:16]1[CH:21]=[CH:20][CH:19]=[CH:18][C:17]=1[CH3:22])=[O:14], predict the reactants needed to synthesize it. The reactants are: [OH-].[Na+].[OH-].[NH4+:4].[Cl-].[NH4+].[Cl:7][C:8]1[CH:12]=[CH:11][NH:10][C:9]=1[C:13]([NH:15][C:16]1[CH:21]=[CH:20][CH:19]=[CH:18][C:17]=1[CH3:22])=[O:14].Cl[O-].[Na+]. (3) Given the product [C:13]([C:12]1[CH:15]=[CH:16][C:9]([NH:8][C:2]2[CH:7]=[CH:6][CH:5]=[CH:4][N:3]=2)=[CH:10][C:11]=1[OH:17])#[N:14], predict the reactants needed to synthesize it. The reactants are: Br[C:2]1[CH:7]=[CH:6][CH:5]=[CH:4][N:3]=1.[NH2:8][C:9]1[CH:16]=[CH:15][C:12]([C:13]#[N:14])=[C:11]([OH:17])[CH:10]=1. (4) Given the product [Cl:1][C:2]1[CH:3]=[C:4]2[C:8](=[CH:9][CH:10]=1)[NH:7][C:6](=[O:11])[C:5]2=[CH:22][C:14]1[NH:15][C:16]2[C:21]([C:13]=1[CH3:12])=[CH:20][CH:19]=[CH:18][CH:17]=2, predict the reactants needed to synthesize it. The reactants are: [Cl:1][C:2]1[CH:3]=[C:4]2[C:8](=[CH:9][CH:10]=1)[NH:7][C:6](=[O:11])[CH2:5]2.[CH3:12][C:13]1[C:21]2[C:16](=[CH:17][CH:18]=[CH:19][CH:20]=2)[NH:15][C:14]=1[CH:22]=O.N1CCCCC1. (5) The reactants are: [CH3:1][CH2:2][NH:3][C:4]([C@H:6]1[N:10]([C:11]([C@@H:13]([NH:21][C:22]([C@@H:24]([NH:29][C:30]([C@H:32]([NH:37][C:38]([C@@H:40]([NH:49][C:50]([C@@H:52]([NH:55][C:56]([C@@H:58]([NH:69][C:70]([C@@H:72]([NH:79][C:80]([C@H:82]2[NH:87][C:85](=[O:86])[CH2:84][CH2:83]2)=[O:81])[CH2:73][C:74]2[N:78]=[CH:77][NH:76][CH:75]=2)=[O:71])[CH2:59][C:60]2[C:64]3[CH:65]=[CH:66][CH:67]=[CH:68][C:63]=3[NH:62][CH:61]=2)=[O:57])[CH2:53][OH:54])=[O:51])[CH2:41][C:42]2[CH:43]=[CH:44][C:45]([OH:48])=[CH:46][CH:47]=2)=[O:39])[CH2:33][CH:34]([CH3:36])[CH3:35])=[O:31])[CH2:25][CH:26]([CH3:28])[CH3:27])=[O:23])[CH2:14][CH2:15][CH2:16][NH:17][C:18]([NH2:20])=[NH:19])=[O:12])[CH2:9][CH2:8][CH2:7]1)=[O:5].CC(O)=O.C1C=C2C=C(C(O)=O)C(O)=C(CC3C4C(=CC=CC=4)C=C(C(O)=O)C=3O)C2=CC=1.[Na+]. Given the product [CH3:1][CH2:2][NH:3][C:4]([C@H:6]1[N:10]([C:11]([C@@H:13]([NH:21][C:22]([C@@H:24]([NH:29][C:30]([C@H:32]([NH:37][C:38]([C@@H:40]([NH:49][C:50]([C@@H:52]([NH:55][C:56]([C@@H:58]([NH:69][C:70]([C@@H:72]([NH:79][C:80]([C@H:82]2[NH:87][C:85](=[O:86])[CH2:84][CH2:83]2)=[O:81])[CH2:73][C:74]2[N:78]=[CH:77][NH:76][CH:75]=2)=[O:71])[CH2:59][C:60]2[C:64]3[CH:65]=[CH:66][CH:67]=[CH:68][C:63]=3[NH:62][CH:61]=2)=[O:57])[CH2:53][OH:54])=[O:51])[CH2:41][C:42]2[CH:47]=[CH:46][C:45]([OH:48])=[CH:44][CH:43]=2)=[O:39])[CH2:33][CH:34]([CH3:36])[CH3:35])=[O:31])[CH2:25][CH:26]([CH3:28])[CH3:27])=[O:23])[CH2:14][CH2:15][CH2:16][NH:17][C:18]([NH2:20])=[NH:19])=[O:12])[CH2:9][CH2:8][CH2:7]1)=[O:5], predict the reactants needed to synthesize it. (6) The reactants are: [CH3:1][NH:2][C@@H:3]1[C:8]2[CH:9]=[CH:10][CH:11]=[CH:12][C:7]=2[C@H:6]([C:13]2[CH:14]=[CH:15][C:16]([Cl:20])=[C:17]([Cl:19])[CH:18]=2)[CH2:5][CH2:4]1.C([O-])(=O)C.[ClH:25]. Given the product [CH3:1][NH:2][C@@H:3]1[C:8]2[CH:9]=[CH:10][CH:11]=[CH:12][C:7]=2[C@H:6]([C:13]2[CH:14]=[CH:15][C:16]([Cl:20])=[C:17]([Cl:19])[CH:18]=2)[CH2:5][CH2:4]1.[ClH:25], predict the reactants needed to synthesize it. (7) Given the product [CH2:21]([O:20][C:18](=[O:19])[CH2:17][N:6]1[CH2:7][CH2:8][C:9]2[NH:1][N:2]=[CH:3][C:4]=2[CH2:5]1)[C:22]1[CH:27]=[CH:26][CH:25]=[CH:24][CH:23]=1, predict the reactants needed to synthesize it. The reactants are: [NH:1]1[C:9]2[CH2:8][CH2:7][NH:6][CH2:5][C:4]=2[CH:3]=[N:2]1.C([O-])([O-])=O.[Cs+].[Cs+].Br[CH2:17][C:18]([O:20][CH2:21][C:22]1[CH:27]=[CH:26][CH:25]=[CH:24][CH:23]=1)=[O:19]. (8) Given the product [CH3:19][O:20][C:21]1[CH:22]=[CH:23][C:24]([N:27]2[CH2:32][CH2:31][N:30]([CH2:17][CH2:16][CH2:15][C:9]3[CH:10]=[C:11]([CH2:12][CH2:13][CH3:14])[N:7]([C:1]4[CH:2]=[CH:3][CH:4]=[CH:5][CH:6]=4)[N:8]=3)[CH2:29][CH2:28]2)=[CH:25][CH:26]=1, predict the reactants needed to synthesize it. The reactants are: [C:1]1([N:7]2[C:11]([CH2:12][CH2:13][CH3:14])=[CH:10][C:9]([CH2:15][CH2:16][CH:17]=O)=[N:8]2)[CH:6]=[CH:5][CH:4]=[CH:3][CH:2]=1.[CH3:19][O:20][C:21]1[CH:26]=[CH:25][C:24]([N:27]2[CH2:32][CH2:31][NH:30][CH2:29][CH2:28]2)=[CH:23][CH:22]=1.CCN(C(C)C)C(C)C.[BH-](OC(C)=O)(OC(C)=O)OC(C)=O.[Na+].